From a dataset of Catalyst prediction with 721,799 reactions and 888 catalyst types from USPTO. Predict which catalyst facilitates the given reaction. (1) Reactant: [C:1]([C:4]1[CH:9]=[CH:8][C:7]([NH:10][C:11]([CH3:16])([CH3:15])[C:12]([OH:14])=[O:13])=[CH:6][C:5]=1[F:17])(=[O:3])[NH2:2].[C:18]([O-])([O-])=O.[K+].[K+].CI. Product: [C:1]([C:4]1[CH:9]=[CH:8][C:7]([NH:10][C:11]([CH3:15])([CH3:16])[C:12]([O:14][CH3:18])=[O:13])=[CH:6][C:5]=1[F:17])(=[O:3])[NH2:2]. The catalyst class is: 3. (2) Reactant: [CH:1]1([NH2:7])[CH2:6][CH2:5][CH2:4][CH2:3][CH2:2]1.[CH2:8]=[C:9]1[O:13][C:11](=[O:12])[CH2:10]1. Product: [CH:1]1([NH:7][C:11](=[O:12])[CH2:10][C:9](=[O:13])[CH3:8])[CH2:6][CH2:5][CH2:4][CH2:3][CH2:2]1. The catalyst class is: 7. (3) Reactant: [C:1]1([C:7]2[N:8]=[C:9]([C:12](OCC)=[O:13])[S:10][CH:11]=2)[CH:6]=[CH:5][CH:4]=[CH:3][CH:2]=1.C(=O)=O.O.[Cl-].[Ca+2].[Cl-].[H-].[H-].[H-].[H-].[Li+].[Al+3]. Product: [OH:13][CH2:12][C:9]1[S:10][CH:11]=[C:7]([C:1]2[CH:2]=[CH:3][CH:4]=[CH:5][CH:6]=2)[N:8]=1. The catalyst class is: 27. (4) Reactant: [F:1][C:2]1[CH:27]=[CH:26][CH:25]=[C:24]([F:28])[C:3]=1[C:4]([NH:6][C:7]1[C:8]([C:12]2[NH:16][C:15]3[CH:17]=[CH:18][C:19]([C:21]([OH:23])=O)=[CH:20][C:14]=3[N:13]=2)=[N:9][NH:10][CH:11]=1)=[O:5].[CH3:29][N:30]1[CH2:35][CH2:34][NH:33][CH2:32][CH2:31]1.C(Cl)CCl.C1C=CC2N(O)N=NC=2C=1. Product: [F:1][C:2]1[CH:27]=[CH:26][CH:25]=[C:24]([F:28])[C:3]=1[C:4]([NH:6][C:7]1[C:8]([C:12]2[NH:16][C:15]3[CH:17]=[CH:18][C:19]([C:21]([N:33]4[CH2:34][CH2:35][N:30]([CH3:29])[CH2:31][CH2:32]4)=[O:23])=[CH:20][C:14]=3[N:13]=2)=[N:9][NH:10][CH:11]=1)=[O:5]. The catalyst class is: 31. (5) Reactant: [C:1]([O:5][C:6]([N:8]1[CH2:16][C:15]2[C:10](=[CH:11][CH:12]=[CH:13][CH:14]=2)[C@H:9]1[C:17](O)=[O:18])=[O:7])([CH3:4])([CH3:3])[CH3:2].[F:20][C:21]1[CH:27]=[CH:26][CH:25]=[C:24]([F:28])[C:22]=1[NH2:23].O=P(Cl)(Cl)Cl. Product: [C:1]([O:5][C:6]([N:8]1[CH2:16][C:15]2[C:10](=[CH:11][CH:12]=[CH:13][CH:14]=2)[C@H:9]1[C:17](=[O:18])[NH:23][C:22]1[C:21]([F:20])=[CH:27][CH:26]=[CH:25][C:24]=1[F:28])=[O:7])([CH3:4])([CH3:2])[CH3:3]. The catalyst class is: 17. (6) Reactant: [OH:1][C:2]1[C:3]([C:24]([O:26][CH2:27][C:28]2[CH:33]=[CH:32][CH:31]=[CH:30][CH:29]=2)=[O:25])=[CH:4][N:5]([CH:9]([CH2:22][CH3:23])[C:10](=[O:21])[NH:11][C:12]2[CH:17]=[CH:16][N:15]3[N:18]=[CH:19][CH:20]=[C:14]3[CH:13]=2)[C:6](=[O:8])[CH:7]=1.C(N(CC)CC)C.[F:41][C:42]([F:65])([F:64])[S:43](C([S:43]([C:42]([F:65])([F:64])[F:41])(=[O:45])=[O:44])C1C=CC(C(C)(C)C)=CC=1)(=[O:45])=[O:44].CN(C)C=O. Product: [O:8]=[C:6]1[N:5]([CH:9]([CH2:22][CH3:23])[C:10](=[O:21])[NH:11][C:12]2[CH:17]=[CH:16][N:15]3[N:18]=[CH:19][CH:20]=[C:14]3[CH:13]=2)[CH:4]=[C:3]([C:24]([O:26][CH2:27][C:28]2[CH:33]=[CH:32][CH:31]=[CH:30][CH:29]=2)=[O:25])[C:2]([O:1][S:43]([C:42]([F:65])([F:64])[F:41])(=[O:45])=[O:44])=[CH:7]1. The catalyst class is: 4. (7) Reactant: [F:1][C:2]1[CH:21]=[C:20]([S:22]([CH3:25])(=[O:24])=[O:23])[C:19]([F:26])=[CH:18][C:3]=1[O:4][C@H:5]1[CH2:10][CH2:9][CH2:8][N:7]([CH:11]2[CH2:16][CH2:15][NH:14][CH2:13][CH2:12]2)[C:6]1=[O:17].Cl[C:28]1[S:32][N:31]=[C:30]([C:33]([F:36])([F:35])[F:34])[N:29]=1.C(N(C(C)C)C(C)C)C. Product: [F:1][C:2]1[CH:21]=[C:20]([S:22]([CH3:25])(=[O:24])=[O:23])[C:19]([F:26])=[CH:18][C:3]=1[O:4][C@H:5]1[CH2:10][CH2:9][CH2:8][N:7]([CH:11]2[CH2:16][CH2:15][N:14]([C:28]3[S:32][N:31]=[C:30]([C:33]([F:36])([F:35])[F:34])[N:29]=3)[CH2:13][CH2:12]2)[C:6]1=[O:17]. The catalyst class is: 3. (8) The catalyst class is: 15. Product: [O:16]1[CH2:17][C@@H:18]1[CH2:22][CH2:21][C:20]([O:19][CH3:1])=[O:23]. Reactant: [CH3:1][O-].[Na+].CO.CC1C=CC(S([O:16][CH2:17][C@@H:18]2[CH2:22][CH2:21][C:20](=[O:23])[O:19]2)(=O)=O)=CC=1.CO.